The task is: Regression. Given two drug SMILES strings and cell line genomic features, predict the synergy score measuring deviation from expected non-interaction effect.. This data is from NCI-60 drug combinations with 297,098 pairs across 59 cell lines. Drug 1: CN(C(=O)NC(C=O)C(C(C(CO)O)O)O)N=O. Drug 2: CC1C(C(CC(O1)OC2CC(CC3=C2C(=C4C(=C3O)C(=O)C5=CC=CC=C5C4=O)O)(C(=O)C)O)N)O. Cell line: KM12. Synergy scores: CSS=30.2, Synergy_ZIP=1.39, Synergy_Bliss=0.301, Synergy_Loewe=-4.46, Synergy_HSA=1.17.